This data is from Full USPTO retrosynthesis dataset with 1.9M reactions from patents (1976-2016). The task is: Predict the reactants needed to synthesize the given product. (1) Given the product [C:10]([C:9]1[CH:12]=[CH:13][C:6]([O:5][CH2:4][C@H:3]([OH:14])[CH2:2][NH:1][C:15](=[O:16])[O:17][C:18]([CH3:21])([CH3:20])[CH3:19])=[CH:7][CH:8]=1)#[N:11], predict the reactants needed to synthesize it. The reactants are: [NH2:1][CH2:2][C@@H:3]([OH:14])[CH2:4][O:5][C:6]1[CH:13]=[CH:12][C:9]([C:10]#[N:11])=[CH:8][CH:7]=1.[C:15](O[C:15]([O:17][C:18]([CH3:21])([CH3:20])[CH3:19])=[O:16])([O:17][C:18]([CH3:21])([CH3:20])[CH3:19])=[O:16]. (2) Given the product [CH2:16]([N:14]1[CH:15]=[C:11]([NH:10][C:40](=[O:41])[CH2:39][C:36]2[CH:35]=[CH:34][C:33]([O:32][C:23]3[C:22]4[C:27](=[CH:28][C:29]([O:30][CH3:31])=[C:20]([O:19][CH3:18])[CH:21]=4)[N:26]=[CH:25][CH:24]=3)=[CH:38][N:37]=2)[CH:12]=[N:13]1)[CH3:17], predict the reactants needed to synthesize it. The reactants are: C(N(C(C)C)CC)(C)C.[NH2:10][C:11]1[CH:12]=[N:13][N:14]([CH2:16][CH3:17])[CH:15]=1.[CH3:18][O:19][C:20]1[CH:21]=[C:22]2[C:27](=[CH:28][C:29]=1[O:30][CH3:31])[N:26]=[CH:25][CH:24]=[C:23]2[O:32][C:33]1[CH:34]=[CH:35][C:36]([CH2:39][C:40](O)=[O:41])=[N:37][CH:38]=1. (3) Given the product [F:1][C:2]1[CH:3]=[C:4]([S:9]([NH2:12])(=[O:11])=[O:10])[CH:5]=[CH:6][C:7]=1[N:13]1[CH2:18][CH2:17][NH:16][CH2:15][CH2:14]1, predict the reactants needed to synthesize it. The reactants are: [F:1][C:2]1[CH:3]=[C:4]([S:9]([NH2:12])(=[O:11])=[O:10])[CH:5]=[CH:6][C:7]=1F.[NH:13]1[CH2:18][CH2:17][NH:16][CH2:15][CH2:14]1. (4) The reactants are: [C:1]1([S:7](Cl)(=[O:9])=[O:8])[CH:6]=[CH:5][CH:4]=[CH:3][CH:2]=1.[NH2:11][C:12]1[CH:17]=[C:16]([O:18][CH2:19][CH2:20][C:21]2[CH:26]=[CH:25][C:24]([C:27]#[N:28])=[CH:23][CH:22]=2)[CH:15]=[CH:14][C:13]=1[CH3:29].C([O-])(O)=O.[Na+]. Given the product [C:27]([C:24]1[CH:25]=[CH:26][C:21]([CH2:20][CH2:19][O:18][C:16]2[CH:15]=[CH:14][C:13]([CH3:29])=[C:12]([NH:11][S:7]([C:1]3[CH:6]=[CH:5][CH:4]=[CH:3][CH:2]=3)(=[O:9])=[O:8])[CH:17]=2)=[CH:22][CH:23]=1)#[N:28], predict the reactants needed to synthesize it. (5) Given the product [C:28]([O:8][C:9]([N:11]1[CH2:17][CH2:16][C@@H:15]2[C@H:12]1[C:13](=[O:26])[N:14]2[C@@H:18]([C:20]1[CH:25]=[CH:24][CH:23]=[CH:22][CH:21]=1)[CH3:19])=[O:10])([CH3:30])([CH3:29])[CH3:27], predict the reactants needed to synthesize it. The reactants are: C([O:8][C:9]([N:11]1[CH2:17][CH2:16][C@@H:15]2[C@H:12]1[C:13](=[O:26])[N:14]2[C@@H:18]([C:20]1[CH:25]=[CH:24][CH:23]=[CH:22][CH:21]=1)[CH3:19])=[O:10])C1C=CC=CC=1.[CH3:27][C:28](OC(OC(O[C:28]([CH3:30])([CH3:29])[CH3:27])=O)=O)([CH3:30])[CH3:29]. (6) Given the product [Cl:1][C:2]1[CH:7]=[C:6]([O:8][CH:9]([CH3:11])[CH3:10])[N:5]=[C:4]2[CH2:13][CH2:14][CH2:15][C:3]=12, predict the reactants needed to synthesize it. The reactants are: [Cl:1][C:2]1[CH:7]=[C:6]([O:8][CH:9]([CH3:11])[CH3:10])[N+:5]([O-])=[C:4]2[CH2:13][CH2:14][CH2:15][C:3]=12.P(Cl)(Cl)Cl. (7) Given the product [F:38][C:37]([F:40])([F:39])[C:35]([OH:41])=[O:36].[NH:3]1[CH2:8][CH2:7][CH:6]([N:9]2[CH:13]=[C:12]([C:14]3[CH:15]=[C:16]([C:21]4[S:22][C:23]5[C:29]([C:30]6[CH:34]=[CH:35][NH:32][CH:31]=6)=[CH:28][CH:27]=[CH:26][C:24]=5[N:25]=4)[C:17]([NH2:20])=[N:18][CH:19]=3)[CH:11]=[N:10]2)[CH2:5][CH2:4]1, predict the reactants needed to synthesize it. The reactants are: Cl.Cl.[NH:3]1[CH2:8][CH2:7][CH:6]([N:9]2[CH:13]=[C:12]([C:14]3[CH:15]=[C:16]([C:21]4[S:22][C:23]5[C:29]([C:30]6[CH:31]=[N:32]N[CH:34]=6)=[CH:28][CH:27]=[CH:26][C:24]=5[N:25]=4)[C:17]([NH2:20])=[N:18][CH:19]=3)[CH:11]=[N:10]2)[CH2:5][CH2:4]1.[C:35]([OH:41])([C:37]([F:40])([F:39])[F:38])=[O:36]. (8) Given the product [CH3:4][C:5]([C:23]1[CH:24]=[CH:25][C:26]([C:29]2[O:33][N:32]=[C:31]([C:12]([OH:15])([CH3:13])[CH3:11])[CH:30]=2)=[CH:27][CH:28]=1)([C:9]1[CH:14]=[CH:13][C:12]([O:15][CH2:16][C:17]2[CH:22]=[CH:21][CH:20]=[CH:19][N:18]=2)=[CH:11][N:10]=1)[CH:6]([CH3:7])[CH3:8], predict the reactants needed to synthesize it. The reactants are: C[Mg]Br.[CH3:4][C:5]([C:23]1[CH:28]=[CH:27][C:26]([C:29]2[O:33][N:32]=[C:31](C(OCC)=O)[CH:30]=2)=[CH:25][CH:24]=1)([C:9]1[CH:14]=[CH:13][C:12]([O:15][CH2:16][C:17]2[CH:22]=[CH:21][CH:20]=[CH:19][N:18]=2)=[CH:11][N:10]=1)[CH:6]([CH3:8])[CH3:7]. (9) Given the product [CH:1]1([CH2:6][CH:7]([C:20]2[NH:25][C:24](=[O:26])[C:23]([CH3:27])=[CH:22][CH:21]=2)[C:8]2[CH:13]=[CH:12][C:11]([S:14]([CH:17]3[CH2:18][CH2:19]3)(=[O:16])=[O:15])=[CH:10][CH:9]=2)[CH2:5][CH2:4][CH2:3][CH2:2]1, predict the reactants needed to synthesize it. The reactants are: [CH:1]1(/[CH:6]=[C:7](/[C:20]2[NH:25][C:24](=[O:26])[C:23]([CH3:27])=[CH:22][CH:21]=2)\[C:8]2[CH:13]=[CH:12][C:11]([S:14]([CH:17]3[CH2:19][CH2:18]3)(=[O:16])=[O:15])=[CH:10][CH:9]=2)[CH2:5][CH2:4][CH2:3][CH2:2]1.[H][H].